From a dataset of Forward reaction prediction with 1.9M reactions from USPTO patents (1976-2016). Predict the product of the given reaction. (1) Given the reactants [CH:1]([O:4][C:5]([C:7]1([C:10]2[CH:15]=[CH:14][C:13]([C:16]3[CH:21]=[CH:20][C:19]([C:22](=[O:24])C)=[CH:18][CH:17]=3)=[CH:12][CH:11]=2)[CH2:9][CH2:8]1)=[O:6])([CH3:3])[CH3:2].BrBr.[OH-].[Na+].Cl.S(S([O-])=O)([O-])(=O)=[O:31].[Na+].[Na+], predict the reaction product. The product is: [CH:1]([O:4][C:5]([C:7]1([C:10]2[CH:15]=[CH:14][C:13]([C:16]3[CH:21]=[CH:20][C:19]([C:22]([OH:31])=[O:24])=[CH:18][CH:17]=3)=[CH:12][CH:11]=2)[CH2:9][CH2:8]1)=[O:6])([CH3:2])[CH3:3]. (2) The product is: [CH2:17]([O:16][C:11](=[O:15])[C:12](=[N:9][NH:8][C:4]1[CH:5]=[CH:6][CH:7]=[C:2]([Cl:1])[C:3]=1[CH3:10])[CH3:14])[CH3:18]. Given the reactants [Cl:1][C:2]1[C:3]([CH3:10])=[C:4]([NH:8][NH2:9])[CH:5]=[CH:6][CH:7]=1.[C:11]([O:16][CH2:17][CH3:18])(=[O:15])[C:12]([CH3:14])=O, predict the reaction product. (3) Given the reactants [NH2:1][CH:2]1[CH2:7][CH2:6][N:5]([C:8]2[S:9][C:10]([C:13]([O:15][CH3:16])=[O:14])=[CH:11][N:12]=2)[CH2:4][CH2:3]1.[Cl:17][C:18]1[C:22]([Cl:23])=[C:21]([C:24]#[N:25])[NH:20][C:19]=1[C:26](Cl)=[O:27], predict the reaction product. The product is: [Cl:17][C:18]1[C:22]([Cl:23])=[C:21]([C:24]#[N:25])[NH:20][C:19]=1[C:26]([NH:1][CH:2]1[CH2:7][CH2:6][N:5]([C:8]2[S:9][C:10]([C:13]([O:15][CH3:16])=[O:14])=[CH:11][N:12]=2)[CH2:4][CH2:3]1)=[O:27]. (4) Given the reactants [F:1][C:2]1[CH:12]=[C:11]([C:13]2[CH:14]=[CH:15][C:16]3[N:17]([C:19](I)=[CH:20][N:21]=3)[CH:18]=2)[CH:10]=[CH:9][C:3]=1[C:4]([O:6][CH2:7][CH3:8])=[O:5].[C:23]([C:25]1[CH:30]=[CH:29][C:28](B(O)O)=[CH:27][CH:26]=1)#[N:24].[O-]P([O-])([O-])=O.[K+].[K+].[K+].O, predict the reaction product. The product is: [CH2:7]([O:6][C:4](=[O:5])[C:3]1[CH:9]=[CH:10][C:11]([C:13]2[CH:14]=[CH:15][C:16]3[N:17]([C:19]([C:28]4[CH:29]=[CH:30][C:25]([C:23]#[N:24])=[CH:26][CH:27]=4)=[CH:20][N:21]=3)[CH:18]=2)=[CH:12][C:2]=1[F:1])[CH3:8]. (5) Given the reactants C(Cl)(=O)C(Cl)=O.CS(C)=O.[Cl:11][C:12]1[C:13]([NH:18][CH2:19][C@H:20]([C@H:22]2[C@H:29]3[C@H:25]([O:26][C:27]([CH3:31])([CH3:30])[O:28]3)[CH2:24][CH2:23]2)[OH:21])=[N:14][CH:15]=[CH:16][N:17]=1.C(N(CC)CC)C, predict the reaction product. The product is: [Cl:11][C:12]1[C:13]([NH:18][CH2:19][C:20]([C@H:22]2[C@H:29]3[C@H:25]([O:26][C:27]([CH3:31])([CH3:30])[O:28]3)[CH2:24][CH2:23]2)=[O:21])=[N:14][CH:15]=[CH:16][N:17]=1. (6) Given the reactants [F:1][C:2]([F:13])([F:12])[CH2:3][C:4]1[S:8][CH:7]=[C:6]([C:9]([OH:11])=O)[CH:5]=1.CN(C(ON1N=NC2C=CC=NC1=2)=[N+](C)C)C.F[P-](F)(F)(F)(F)F.C(N(CC)CC)C.[NH:45]1[CH:54]2[CH:49]([CH2:50][CH2:51][CH2:52][CH2:53]2)[CH2:48][CH2:47][CH2:46]1, predict the reaction product. The product is: [N:45]1([C:9]([C:6]2[CH:5]=[C:4]([CH2:3][C:2]([F:1])([F:13])[F:12])[S:8][CH:7]=2)=[O:11])[C@@H:54]2[C@@H:49]([CH2:50][CH2:51][CH2:52][CH2:53]2)[CH2:48][CH2:47][CH2:46]1. (7) Given the reactants C([O:3][C:4](=[O:60])[C@@H:5]([O:57][CH2:58][CH3:59])[CH2:6][C:7]1[CH:12]=[CH:11][C:10]([O:13][CH2:14]/[CH:15]=[C:16](\[CH3:56])/[C:17]#[C:18][C:19]2[CH:31]=[CH:30][C:29]3[C:28]4[C:23](=[CH:24][C:25]([C:32]#[C:33]/[C:34](/[CH3:54])=[CH:35]/[CH2:36][O:37][C:38]5[CH:43]=[CH:42][C:41]([CH2:44][C@H:45]([O:51][CH2:52][CH3:53])[C:46]([O:48]CC)=[O:47])=[CH:40][CH:39]=5)=[CH:26][CH:27]=4)[C:22](=[O:55])[C:21]=3[CH:20]=2)=[CH:9][CH:8]=1)C.[OH-].[Na+], predict the reaction product. The product is: [C:46]([C@@H:45]([O:51][CH2:52][CH3:53])[CH2:44][C:41]1[CH:40]=[CH:39][C:38]([O:37][CH2:36]/[CH:35]=[C:34](\[CH3:54])/[C:33]#[C:32][C:25]2[CH:24]=[C:23]3[C:28]([C:29]4[CH:30]=[CH:31][C:19]([C:18]#[C:17]/[C:16](/[CH3:56])=[CH:15]/[CH2:14][O:13][C:10]5[CH:9]=[CH:8][C:7]([CH2:6][C@H:5]([O:57][CH2:58][CH3:59])[C:4]([OH:60])=[O:3])=[CH:12][CH:11]=5)=[CH:20][C:21]=4[C:22]3=[O:55])=[CH:27][CH:26]=2)=[CH:43][CH:42]=1)([OH:48])=[O:47]. (8) Given the reactants [CH3:1][O:2][C:3]1[CH:23]=[CH:22][C:6]2[CH2:7][CH2:8][N:9](S(C3C=CC(C)=CC=3)(=O)=O)[CH2:10][CH2:11][C:5]=2[CH:4]=1.C(=O)=O.CC(C)=O.[Na], predict the reaction product. The product is: [CH3:1][O:2][C:3]1[CH:23]=[CH:22][C:6]2[CH2:7][CH2:8][NH:9][CH2:10][CH2:11][C:5]=2[CH:4]=1. (9) Given the reactants [CH3:1][C:2]1[C@@H:19]([O:20][C:21]([C@H:23]([OH:40])[C@@H:24]([NH:31][C:32]([C:34]2[CH:35]=[CH:36][CH:37]=[CH:38][CH:39]=2)=[O:33])[C:25]2[CH:26]=[CH:27][CH:28]=[CH:29][CH:30]=2)=[O:22])[CH2:18][C@:14]2([OH:41])[C:15]([CH3:17])([CH3:16])[C:3]=1[C@@H:4]([O:59][C:60]([CH3:62])=[O:61])[C:5]([C@@:7]1([CH3:58])[C@H:12]([C@@H:13]2[O:42][C:43]([C:45]2[CH:46]=[CH:47][CH:48]=[CH:49][CH:50]=2)=[O:44])[C@:11]2([O:53][C:54]([CH3:56])=[O:55])[CH2:51][O:52][C@@H:10]2[CH2:9][C@@H:8]1[OH:57])=[O:6], predict the reaction product. The product is: [CH3:1][C:2]1[C@@H:19]([O:20][C:21]([C@H:23]([OH:40])[C@@H:24]([NH:31][C:32]([C:34]2[CH:39]=[CH:38][CH:37]=[CH:36][CH:35]=2)=[O:33])[C:25]2[CH:26]=[CH:27][CH:28]=[CH:29][CH:30]=2)=[O:22])[CH2:18][C@:14]2([OH:41])[C:15]([CH3:16])([CH3:17])[C:3]=1[C@@H:4]([O:59][C:60]([CH3:62])=[O:61])[C:5]([C@@:7]1([CH3:58])[C@H:12]([C@@H:13]2[O:42][C:43]([C:45]2[CH:50]=[CH:49][CH:48]=[CH:47][CH:46]=2)=[O:44])[C@:11]2([O:53][C:54]([CH3:56])=[O:55])[CH2:51][O:52][C@@H:10]2[CH2:9][C@@H:8]1[OH:57])=[O:6].[OH2:6]. (10) Given the reactants [N:1]1([C:6]([CH:8]2[CH2:13][CH2:12][CH2:11][CH2:10][C:9]2=[O:14])=[O:7])[CH2:5][CH2:4][CH2:3][CH2:2]1.C(O[CH:20](N(C)C)[N:21]([CH3:23])[CH3:22])(C)(C)C, predict the reaction product. The product is: [CH3:20][N:21]([CH3:23])[CH:22]=[C:10]1[CH2:11][CH2:12][CH2:13][CH:8]([C:6]([N:1]2[CH2:2][CH2:3][CH2:4][CH2:5]2)=[O:7])[C:9]1=[O:14].